Dataset: Reaction yield outcomes from USPTO patents with 853,638 reactions. Task: Predict the reaction yield, written as a fraction of the theoretical maximum amount of product (1.0 means a 100% yield; for example, 0.34 means a 34% yield). (1) The reactants are C(OC([NH:11][C:12]1[C:13]([C:23]([NH:25][C:26]2[CH:27]=[N:28][CH:29]=[CH:30][C:31]=2[N:32]2[CH2:37][CH2:36][CH2:35][C@H:34]([NH:38]C(=O)OCC3C=CC=CC=3)[CH2:33]2)=[O:24])=[N:14][C:15]2[C:20]([CH:21]=1)=[CH:19][CH:18]=[C:17](Br)[CH:16]=2)=O)C1C=CC=CC=1. The catalyst is CO.[Pd]. The product is [NH2:11][C:12]1[C:13]([C:23]([NH:25][C:26]2[CH:27]=[N:28][CH:29]=[CH:30][C:31]=2[N:32]2[CH2:37][CH2:36][CH2:35][C@H:34]([NH2:38])[CH2:33]2)=[O:24])=[N:14][C:15]2[C:20]([CH:21]=1)=[CH:19][CH:18]=[CH:17][CH:16]=2. The yield is 0.160. (2) The reactants are [CH3:1][C:2]1[S:6][C:5]([C:7]([OH:9])=[O:8])=[CH:4][CH:3]=1.[C:10](=O)([O-])[O-].[K+].[K+].CI.C(OCC)C. The catalyst is CN(C)C=O. The product is [CH3:1][C:2]1[S:6][C:5]([C:7]([O:9][CH3:10])=[O:8])=[CH:4][CH:3]=1. The yield is 0.930. (3) The reactants are [H-].[Na+].[Br:3][C:4]1[NH:8][CH:7]=[C:6]([CH2:9][N:10]([CH3:18])[C:11](=[O:17])[O:12][C:13]([CH3:16])([CH3:15])[CH3:14])[CH:5]=1.C1OCCOCCOCCOCCOC1.Cl.[N:35]1[CH:40]=[CH:39][CH:38]=[C:37]([S:41](Cl)(=[O:43])=[O:42])[CH:36]=1. The catalyst is O1CCCC1.CN(C)C=O.O. The product is [Br:3][C:4]1[N:8]([S:41]([C:37]2[CH:36]=[N:35][CH:40]=[CH:39][CH:38]=2)(=[O:43])=[O:42])[CH:7]=[C:6]([CH2:9][N:10]([CH3:18])[C:11](=[O:17])[O:12][C:13]([CH3:14])([CH3:15])[CH3:16])[CH:5]=1. The yield is 0.850. (4) The reactants are [OH:1][C:2]1[CH:11]=[CH:10][C:9]2[C:4](=[CH:5][CH:6]=[CH:7][CH:8]=2)[C:3]=1[C:12]([OH:14])=O.[Cl:15][C:16]1[CH:17]=[C:18]([CH:20]=[C:21]([Cl:23])[CH:22]=1)[NH2:19]. No catalyst specified. The product is [Cl:15][C:16]1[CH:17]=[C:18]([NH:19][C:12]([C:3]2[C:4]3[C:9](=[CH:8][CH:7]=[CH:6][CH:5]=3)[CH:10]=[CH:11][C:2]=2[OH:1])=[O:14])[CH:20]=[C:21]([Cl:23])[CH:22]=1. The yield is 0.512. (5) The reactants are Cl.[Cl:2][C:3]1[N:8]=[CH:7][C:6]([CH2:9][N:10]2[CH:15]=[CH:14][CH:13]=[CH:12][C:11]2=[NH:16])=[CH:5][CH:4]=1.C(N(CC)CC)C.[Cl:24][C:25]([Cl:30])([Cl:29])[C:26](Cl)=[O:27].O. The catalyst is ClCCl. The product is [Cl:24][C:25]([Cl:30])([Cl:29])[C:26]([N:16]=[C:11]1[CH:12]=[CH:13][CH:14]=[CH:15][N:10]1[CH2:9][C:6]1[CH:7]=[N:8][C:3]([Cl:2])=[CH:4][CH:5]=1)=[O:27]. The yield is 0.620.